From a dataset of Catalyst prediction with 721,799 reactions and 888 catalyst types from USPTO. Predict which catalyst facilitates the given reaction. (1) Reactant: [OH-].[Na+].O1CCOCC1.[CH2:9]([O:11][C:12](=[O:42])[C:13]([NH:38][C:39](=[O:41])[CH3:40])([CH2:19][C:20]1[O:24][N:23]=[C:22]([CH:25]([NH:30][C:31]([O:33][C:34]([CH3:37])([CH3:36])[CH3:35])=[O:32])[CH2:26][CH:27]([CH3:29])[CH3:28])[CH:21]=1)[C:14]([O:16]CC)=[O:15])[CH3:10].Cl. Product: [CH2:9]([O:11][C:12](=[O:42])[C:13]([NH:38][C:39](=[O:41])[CH3:40])([CH2:19][C:20]1[O:24][N:23]=[C:22]([CH:25]([NH:30][C:31]([O:33][C:34]([CH3:36])([CH3:35])[CH3:37])=[O:32])[CH2:26][CH:27]([CH3:29])[CH3:28])[CH:21]=1)[C:14]([OH:16])=[O:15])[CH3:10]. The catalyst class is: 13. (2) Reactant: C(OC([NH:8][C@@H:9]([CH2:82][CH2:83][CH2:84][CH2:85][NH:86]C(OC(C)(C)C)=O)[C:10]([NH:12][CH2:13][CH2:14][C:15]([O:17][C@@H:18]([CH2:49][O:50][C:51]1[CH:56]=[CH:55][C:54]([C:57]2[C:62]([C:63]#[N:64])=[C:61]([S:65][CH2:66][C:67]3[N:68]=[C:69]([C:72]4[CH:77]=[CH:76][C:75]([Cl:78])=[CH:74][CH:73]=4)[O:70][CH:71]=3)[N:60]=[C:59]([NH2:79])[C:58]=2[C:80]#[N:81])=[CH:53][CH:52]=1)[CH2:19][O:20][C:21](=[O:48])[CH2:22][CH2:23][NH:24][C:25](=[O:47])[C@@H:26]([NH:39]C(OC(C)(C)C)=O)[CH2:27][CH2:28][CH2:29][CH2:30][NH:31]C(=O)OC(C)(C)C)=[O:16])=[O:11])=O)(C)(C)C.[F:94][C:95]([F:100])([F:99])[C:96]([OH:98])=[O:97]. Product: [F:94][C:95]([F:100])([F:99])[C:96]([OH:98])=[O:97].[F:94][C:95]([F:100])([F:99])[C:96]([OH:98])=[O:97].[F:94][C:95]([F:100])([F:99])[C:96]([OH:98])=[O:97].[F:94][C:95]([F:100])([F:99])[C:96]([OH:98])=[O:97].[NH2:39][C@@H:26]([CH2:27][CH2:28][CH2:29][CH2:30][NH2:31])[C:25]([NH:24][CH2:23][CH2:22][C:21]([O:20][CH2:19][C@@H:18]([O:17][C:15](=[O:16])[CH2:14][CH2:13][NH:12][C:10](=[O:11])[C@@H:9]([NH2:8])[CH2:82][CH2:83][CH2:84][CH2:85][NH2:86])[CH2:49][O:50][C:51]1[CH:52]=[CH:53][C:54]([C:57]2[C:62]([C:63]#[N:64])=[C:61]([S:65][CH2:66][C:67]3[N:68]=[C:69]([C:72]4[CH:77]=[CH:76][C:75]([Cl:78])=[CH:74][CH:73]=4)[O:70][CH:71]=3)[N:60]=[C:59]([NH2:79])[C:58]=2[C:80]#[N:81])=[CH:55][CH:56]=1)=[O:48])=[O:47]. The catalyst class is: 4. (3) Reactant: [Br:1][C:2]1[CH:3]=[N:4][C:5]([C:8]2[CH:9]=[CH:10][C:11](=[O:14])[NH:12][N:13]=2)=[N:6][CH:7]=1.C(=O)([O-])[O-].[K+].[K+].CN(C=O)C.CS(O[CH2:31][C:32]#[C:33][CH2:34][CH2:35][CH2:36][CH2:37][CH2:38][CH2:39][CH3:40])(=O)=O. Product: [Br:1][C:2]1[CH:7]=[N:6][C:5]([C:8]2[CH:9]=[CH:10][C:11](=[O:14])[N:12]([CH2:31][C:32]#[C:33][CH2:34][CH2:35][CH2:36][CH2:37][CH2:38][CH2:39][CH3:40])[N:13]=2)=[N:4][CH:3]=1. The catalyst class is: 6. (4) Reactant: [CH2:1]([NH:3][C:4](=[O:51])[NH:5][C:6]1[N:11]=[CH:10][C:9]([C:12]2[CH:13]=[C:14]3[C:19](=[CH:20][CH:21]=2)[N:18]([CH2:22][C@@H:23]2[CH2:27][CH2:26][N:25]([CH2:28][CH2:29][N:30]4[CH2:35][CH2:34][O:33][CH2:32][CH2:31]4)[CH2:24]2)[CH:17]=[C:16]([C:36]([O:38]CC)=[O:37])[C:15]3=[O:41])=[C:8]([C:42]2[S:43][CH:44]=[C:45]([C:47]([F:50])([F:49])[F:48])[N:46]=2)[CH:7]=1)[CH3:2].[OH-].[Na+]. Product: [CH2:1]([NH:3][C:4](=[O:51])[NH:5][C:6]1[N:11]=[CH:10][C:9]([C:12]2[CH:13]=[C:14]3[C:19](=[CH:20][CH:21]=2)[N:18]([CH2:22][C@@H:23]2[CH2:27][CH2:26][N:25]([CH2:28][CH2:29][N:30]4[CH2:35][CH2:34][O:33][CH2:32][CH2:31]4)[CH2:24]2)[CH:17]=[C:16]([C:36]([OH:38])=[O:37])[C:15]3=[O:41])=[C:8]([C:42]2[S:43][CH:44]=[C:45]([C:47]([F:50])([F:48])[F:49])[N:46]=2)[CH:7]=1)[CH3:2]. The catalyst class is: 111. (5) Reactant: [NH2:1][C:2]1[N:11]=[C:10]([N:12]2[CH2:16][CH2:15][C@@H:14]([N:17](C)[C:18](=O)OC(C)(C)C)[CH2:13]2)[C:9]2[CH2:8][CH2:7][C:6]3[O:26][CH:27]4[CH2:32][CH2:31][CH2:30][CH2:29][CH:28]4[C:5]=3[C:4]=2[N:3]=1.FC(F)(F)C(O)=O.[OH-].[Na+]. Product: [CH3:18][NH:17][C@@H:14]1[CH2:15][CH2:16][N:12]([C:10]2[C:9]3[CH2:8][CH2:7][C:6]4[O:26][CH:27]5[CH2:32][CH2:31][CH2:30][CH2:29][CH:28]5[C:5]=4[C:4]=3[N:3]=[C:2]([NH2:1])[N:11]=2)[CH2:13]1. The catalyst class is: 4. (6) Reactant: [CH:1]([C:4]1[CH:9]=[CH:8][CH:7]=[CH:6][CH:5]=1)([CH3:3])[CH3:2].[Cl-].[Al+3].[Cl-].[Cl-].[C:14](Cl)(=[O:16])[CH3:15].Cl. Product: [CH3:2][CH:1]([C:4]1[CH:9]=[CH:8][C:7]([C:14]([CH3:15])=[O:16])=[CH:6][CH:5]=1)[CH3:3]. The catalyst class is: 534. (7) Reactant: [CH2:1]([NH:3][C:4](=[O:47])[C@@H:5]([NH:15][C:16]([C:18]1[S:26][C:25]2[C:20](=[N:21][CH:22]=[CH:23][C:24]=2[O:27][C:28]2[CH:33]=[CH:32][C:31]([NH:34][C:35]([NH:37][C:38]3[CH:43]=[C:42]([CH3:44])[CH:41]=[CH:40][C:39]=3[F:45])=[O:36])=[C:30]([F:46])[CH:29]=2)[CH:19]=1)=[O:17])[CH2:6][CH2:7][C:8]([O:10]C(C)(C)C)=[O:9])[CH3:2].FC(F)(F)C(O)=O. Product: [CH2:1]([NH:3][C:4](=[O:47])[C@@H:5]([NH:15][C:16]([C:18]1[S:26][C:25]2[C:20](=[N:21][CH:22]=[CH:23][C:24]=2[O:27][C:28]2[CH:33]=[CH:32][C:31]([NH:34][C:35]([NH:37][C:38]3[CH:43]=[C:42]([CH3:44])[CH:41]=[CH:40][C:39]=3[F:45])=[O:36])=[C:30]([F:46])[CH:29]=2)[CH:19]=1)=[O:17])[CH2:6][CH2:7][C:8]([OH:10])=[O:9])[CH3:2]. The catalyst class is: 2.